Dataset: Full USPTO retrosynthesis dataset with 1.9M reactions from patents (1976-2016). Task: Predict the reactants needed to synthesize the given product. (1) Given the product [CH3:33][O:32][C:30](=[O:31])[CH2:29][NH:21][C:10]1[C:9]([O:8][CH2:1][C:2]2[CH:3]=[CH:4][CH:5]=[CH:6][CH:7]=2)=[CH:18][C:17]2[C:12](=[CH:13][C:14]([O:19][CH3:20])=[CH:15][CH:16]=2)[CH:11]=1, predict the reactants needed to synthesize it. The reactants are: [CH2:1]([O:8][C:9]1[C:10]([NH2:21])=[CH:11][C:12]2[C:17]([CH:18]=1)=[CH:16][CH:15]=[C:14]([O:19][CH3:20])[CH:13]=2)[C:2]1[CH:7]=[CH:6][CH:5]=[CH:4][CH:3]=1.C(=O)([O-])[O-].[K+].[K+].Br[CH2:29][C:30]([O:32][CH3:33])=[O:31].O. (2) Given the product [F:12][C:13]([F:24])([F:23])[C:14]1[CH:19]=[C:18]([C:2]2[CH:3]=[N:4][CH:5]=[C:6]([CH:11]=2)[C:7]([O:9][CH3:10])=[O:8])[CH:17]=[CH:16][CH:15]=1, predict the reactants needed to synthesize it. The reactants are: Br[C:2]1[CH:3]=[N:4][CH:5]=[C:6]([CH:11]=1)[C:7]([O:9][CH3:10])=[O:8].[F:12][C:13]([F:24])([F:23])[C:14]1[CH:15]=[C:16](B(O)O)[CH:17]=[CH:18][CH:19]=1.[O-]P([O-])([O-])=O.[K+].[K+].[K+].O. (3) The reactants are: [C:1]([O:5][C:6]([NH:8][CH:9]([CH2:13][C:14]1[CH:19]=[CH:18][C:17]([Cl:20])=[CH:16][C:15]=1[CH3:21])[C:10]([OH:12])=O)=[O:7])([CH3:4])([CH3:3])[CH3:2].C1C=CC2N(O)N=NC=2C=1.CCN=C=NCCCN(C)C.CN1CCOCC1.[N:50]1([C:56]2[C:65]3[C:60](=[CH:61][CH:62]=[CH:63][CH:64]=3)[N:59]=[CH:58][N:57]=2)[CH2:55][CH2:54][NH:53][CH2:52][CH2:51]1. Given the product [C:1]([O:5][C:6](=[O:7])[NH:8][CH:9]([CH2:13][C:14]1[CH:19]=[CH:18][C:17]([Cl:20])=[CH:16][C:15]=1[CH3:21])[C:10](=[O:12])[N:53]1[CH2:54][CH2:55][N:50]([C:56]2[C:65]3[C:60](=[CH:61][CH:62]=[CH:63][CH:64]=3)[N:59]=[CH:58][N:57]=2)[CH2:51][CH2:52]1)([CH3:2])([CH3:3])[CH3:4], predict the reactants needed to synthesize it. (4) Given the product [Cl:11][C:12]1[CH:13]=[C:14]([NH:15][C:22]2[C:31]3[C:26](=[CH:27][C:28]([F:35])=[C:29]([N+:32]([O-:34])=[O:33])[CH:30]=3)[N:25]=[CH:24][N:23]=2)[C:16]([F:20])=[CH:17][C:18]=1[Cl:19], predict the reactants needed to synthesize it. The reactants are: N1C2C(=CC=CC=2)C=NC=1.[Cl:11][C:12]1[CH:13]=[C:14]([C:16]([F:20])=[CH:17][C:18]=1[Cl:19])[NH2:15].Cl[C:22]1[C:31]2[C:26](=[CH:27][C:28]([F:35])=[C:29]([N+:32]([O-:34])=[O:33])[CH:30]=2)[N:25]=[CH:24][N:23]=1.